Dataset: Peptide-MHC class I binding affinity with 185,985 pairs from IEDB/IMGT. Task: Regression. Given a peptide amino acid sequence and an MHC pseudo amino acid sequence, predict their binding affinity value. This is MHC class I binding data. (1) The peptide sequence is MIHKTYIDV. The MHC is HLA-A02:01 with pseudo-sequence HLA-A02:01. The binding affinity (normalized) is 0.301. (2) The peptide sequence is CVYNMMGKR. The MHC is HLA-A68:01 with pseudo-sequence HLA-A68:01. The binding affinity (normalized) is 0.559.